This data is from Full USPTO retrosynthesis dataset with 1.9M reactions from patents (1976-2016). The task is: Predict the reactants needed to synthesize the given product. Given the product [CH2:1]([C:3]1[CH:9]=[CH:8][C:6]([NH:7][C:42](=[O:43])[C:41]2[CH:45]=[CH:46][CH:47]=[CH:48][C:40]=2[CH2:39][N:20]2[C:21]3[C:26](=[CH:25][CH:24]=[CH:23][CH:22]=3)[C:27]3([CH2:31][O:30][C:29]4[CH:32]=[C:33]5[C:37](=[CH:38][C:28]3=4)[CH2:36][CH2:35][O:34]5)[C:19]2=[O:18])=[CH:5][CH:4]=1)[CH3:2], predict the reactants needed to synthesize it. The reactants are: [CH2:1]([C:3]1[CH:9]=[CH:8][C:6]([NH2:7])=[CH:5][CH:4]=1)[CH3:2].C1(CN)CCCCC1.[O:18]=[C:19]1[C:27]2([CH2:31][O:30][C:29]3[CH:32]=[C:33]4[C:37](=[CH:38][C:28]2=3)[CH2:36][CH2:35][O:34]4)[C:26]2[C:21](=[CH:22][CH:23]=[CH:24][CH:25]=2)[N:20]1[CH2:39][C:40]1[CH:48]=[CH:47][CH:46]=[CH:45][C:41]=1[C:42](O)=[O:43].O=C1C2(COC3C=C4C(=CC2=3)CCO4)C2C(=CC=CC=2)N1CC1C=C(C=CC=1)C(O)=O.